Dataset: Forward reaction prediction with 1.9M reactions from USPTO patents (1976-2016). Task: Predict the product of the given reaction. (1) Given the reactants [Cl:1][C:2]1[CH:3]=[C:4]([N+:10]([O-:12])=[O:11])[CH:5]=[C:6]([Cl:9])[C:7]=1Cl.[O-:13]C1C=CC=CC=1.[K+].O, predict the reaction product. The product is: [Cl:1][C:2]1[CH:3]=[C:4]([N+:10]([O-:12])=[O:11])[CH:5]=[C:6]([Cl:9])[C:7]=1[OH:13]. (2) Given the reactants Br[C:2]1[CH:3]=[CH:4][CH:5]=[C:6]2[C:11]=1[N:10]=[CH:9][CH:8]=[C:7]2[Cl:12].[N:13]1[C:22]2[C:17](=[CH:18][CH:19]=[CH:20][CH:21]=2)[CH:16]=[C:15](B(O)O)[CH:14]=1.C(=O)([O-])[O-].[Na+].[Na+], predict the reaction product. The product is: [Cl:12][C:7]1[C:6]2[C:11](=[C:2]([C:15]3[CH:14]=[N:13][C:22]4[C:17]([CH:16]=3)=[CH:18][CH:19]=[CH:20][CH:21]=4)[CH:3]=[CH:4][CH:5]=2)[N:10]=[CH:9][CH:8]=1. (3) Given the reactants CS([Cl:5])(=O)=O.[CH3:6][S:7]([C:10]1[CH:11]=[C:12]([CH2:16]O)[CH:13]=[CH:14][CH:15]=1)(=[O:9])=[O:8].C(N(CC)CC)C.O, predict the reaction product. The product is: [Cl:5][CH2:16][C:12]1[CH:13]=[CH:14][CH:15]=[C:10]([S:7]([CH3:6])(=[O:9])=[O:8])[CH:11]=1. (4) Given the reactants [CH:1]([O:4][C:5](=[O:13])[C:6]1[CH:11]=[C:10](Cl)[CH:9]=[CH:8][N:7]=1)([CH3:3])[CH3:2].CC1(C)C(C)(C)OB([C:22]2[CH:23]=[C:24]3[NH:30][CH:29]=[CH:28][C:25]3=[N:26][CH:27]=2)O1.C(=O)([O-])[O-].[K+].[K+], predict the reaction product. The product is: [NH:30]1[C:24]2[C:25](=[N:26][CH:27]=[C:22]([C:10]3[CH:9]=[CH:8][N:7]=[C:6]([C:5]([O:4][CH:1]([CH3:3])[CH3:2])=[O:13])[CH:11]=3)[CH:23]=2)[CH:28]=[CH:29]1. (5) The product is: [C:8]1([CH:14]([C:18]2[CH:23]=[CH:22][CH:21]=[CH:20][CH:19]=2)[C:15]([N:26]([CH2:24][CH3:25])[CH2:27]/[CH:28]=[CH:29]\[CH2:30][O:31][C:32](=[O:34])[CH3:33])=[O:16])[CH:13]=[CH:12][CH:11]=[CH:10][CH:9]=1. Given the reactants C(N(CC)CC)C.[C:8]1([CH:14]([C:18]2[CH:23]=[CH:22][CH:21]=[CH:20][CH:19]=2)[C:15](Cl)=[O:16])[CH:13]=[CH:12][CH:11]=[CH:10][CH:9]=1.[CH2:24]([NH:26][CH2:27]/[CH:28]=[CH:29]\[CH2:30][O:31][C:32](=[O:34])[CH3:33])[CH3:25].O, predict the reaction product. (6) Given the reactants [CH3:1][O:2][C:3]1[CH:8]=[CH:7][C:6]([C@H:9]([NH:11][C@H:12]2[C:21]3[N:20]=[CH:19][CH:18]=[CH:17][C:16]=3[CH2:15][CH2:14][C@H:13]2[CH2:22][CH2:23][C:24](OCC)=[O:25])[CH3:10])=[CH:5][CH:4]=1.[H-].[Al+3].[Li+].[H-].[H-].[H-], predict the reaction product. The product is: [CH3:1][O:2][C:3]1[CH:8]=[CH:7][C:6]([C@H:9]([NH:11][C@H:12]2[C:21]3[N:20]=[CH:19][CH:18]=[CH:17][C:16]=3[CH2:15][CH2:14][C@H:13]2[CH2:22][CH2:23][CH2:24][OH:25])[CH3:10])=[CH:5][CH:4]=1.